This data is from NCI-60 drug combinations with 297,098 pairs across 59 cell lines. The task is: Regression. Given two drug SMILES strings and cell line genomic features, predict the synergy score measuring deviation from expected non-interaction effect. (1) Drug 2: CC1=C(C=C(C=C1)C(=O)NC2=CC(=CC(=C2)C(F)(F)F)N3C=C(N=C3)C)NC4=NC=CC(=N4)C5=CN=CC=C5. Drug 1: C1CC(C1)(C(=O)O)C(=O)O.[NH2-].[NH2-].[Pt+2]. Synergy scores: CSS=-4.48, Synergy_ZIP=5.40, Synergy_Bliss=7.35, Synergy_Loewe=-5.99, Synergy_HSA=-5.06. Cell line: OVCAR3. (2) Drug 1: C1=C(C(=O)NC(=O)N1)F. Drug 2: COC1=C2C(=CC3=C1OC=C3)C=CC(=O)O2. Cell line: HOP-92. Synergy scores: CSS=12.8, Synergy_ZIP=-1.04, Synergy_Bliss=-3.88, Synergy_Loewe=-7.29, Synergy_HSA=-5.79. (3) Drug 1: CC1=C(C=C(C=C1)NC2=NC=CC(=N2)N(C)C3=CC4=NN(C(=C4C=C3)C)C)S(=O)(=O)N.Cl. Drug 2: CCN(CC)CCNC(=O)C1=C(NC(=C1C)C=C2C3=C(C=CC(=C3)F)NC2=O)C. Cell line: COLO 205. Synergy scores: CSS=-11.3, Synergy_ZIP=6.23, Synergy_Bliss=0.715, Synergy_Loewe=-10.3, Synergy_HSA=-7.74. (4) Drug 1: CCC1=CC2CC(C3=C(CN(C2)C1)C4=CC=CC=C4N3)(C5=C(C=C6C(=C5)C78CCN9C7C(C=CC9)(C(C(C8N6C)(C(=O)OC)O)OC(=O)C)CC)OC)C(=O)OC.C(C(C(=O)O)O)(C(=O)O)O. Drug 2: CN1C2=C(C=C(C=C2)N(CCCl)CCCl)N=C1CCCC(=O)O.Cl. Cell line: A498. Synergy scores: CSS=8.27, Synergy_ZIP=-8.39, Synergy_Bliss=-4.52, Synergy_Loewe=-33.7, Synergy_HSA=-4.68. (5) Drug 1: C1CCN(CC1)CCOC2=CC=C(C=C2)C(=O)C3=C(SC4=C3C=CC(=C4)O)C5=CC=C(C=C5)O. Cell line: A549. Synergy scores: CSS=1.58, Synergy_ZIP=4.73, Synergy_Bliss=1.21, Synergy_Loewe=-3.98, Synergy_HSA=-3.63. Drug 2: C1CN(P(=O)(OC1)NCCCl)CCCl. (6) Drug 1: COC1=CC(=CC(=C1O)OC)C2C3C(COC3=O)C(C4=CC5=C(C=C24)OCO5)OC6C(C(C7C(O6)COC(O7)C8=CC=CS8)O)O. Drug 2: C1=NC(=NC(=O)N1C2C(C(C(O2)CO)O)O)N. Cell line: MALME-3M. Synergy scores: CSS=24.7, Synergy_ZIP=-5.58, Synergy_Bliss=1.13, Synergy_Loewe=-8.39, Synergy_HSA=-2.02. (7) Drug 1: CC1=C2C(C(=O)C3(C(CC4C(C3C(C(C2(C)C)(CC1OC(=O)C(C(C5=CC=CC=C5)NC(=O)OC(C)(C)C)O)O)OC(=O)C6=CC=CC=C6)(CO4)OC(=O)C)O)C)O. Drug 2: CCN(CC)CCNC(=O)C1=C(NC(=C1C)C=C2C3=C(C=CC(=C3)F)NC2=O)C. Cell line: CAKI-1. Synergy scores: CSS=14.2, Synergy_ZIP=1.70, Synergy_Bliss=1.22, Synergy_Loewe=6.37, Synergy_HSA=3.01.